The task is: Predict the reactants needed to synthesize the given product.. This data is from Full USPTO retrosynthesis dataset with 1.9M reactions from patents (1976-2016). (1) The reactants are: C[O:2][C:3]([C:5]1([NH:14][C:15](=[O:26])[CH2:16][C:17]2[C:22]([CH3:23])=[CH:21][C:20]([CH3:24])=[CH:19][C:18]=2[CH3:25])[CH2:10][CH2:9][N:8]([O:11][CH2:12][CH3:13])[CH2:7][CH2:6]1)=O.C[O-].[Na+]. Given the product [CH2:12]([O:11][N:8]1[CH2:9][CH2:10][C:5]2([NH:14][C:15](=[O:26])[C:16]([C:17]3[C:22]([CH3:23])=[CH:21][C:20]([CH3:24])=[CH:19][C:18]=3[CH3:25])=[C:3]2[OH:2])[CH2:6][CH2:7]1)[CH3:13], predict the reactants needed to synthesize it. (2) Given the product [CH:1]1([CH2:7][CH2:8][C:9]2[C:10]3[CH2:31][N:30]([CH3:32])[CH2:29][CH2:28][C:11]=3[N:12]=[C:13]([NH:15][C:16]3[CH:21]=[CH:20][C:19]([N:22]4[CH:26]=[CH:25][N:24]=[C:23]4[CH3:27])=[CH:18][CH:17]=3)[N:14]=2)[CH2:6][CH2:5][CH2:4][CH2:3][CH2:2]1, predict the reactants needed to synthesize it. The reactants are: [CH:1]1([CH2:7][CH2:8][C:9]2[C:10]3[CH2:31][NH:30][CH2:29][CH2:28][C:11]=3[N:12]=[C:13]([NH:15][C:16]3[CH:21]=[CH:20][C:19]([N:22]4[CH:26]=[CH:25][N:24]=[C:23]4[CH3:27])=[CH:18][CH:17]=3)[N:14]=2)[CH2:6][CH2:5][CH2:4][CH2:3][CH2:2]1.[CH2:32]=O. (3) The reactants are: [F:1][C:2]([F:15])([F:14])[S:3]([O:6]S(C(F)(F)F)(=O)=O)(=[O:5])=[O:4].[N:16]1[C:25]2[CH:24]=[CH:23][CH:22]=[C:21](O)[C:20]=2[N:19]=[CH:18][CH:17]=1. Given the product [N:16]1[C:25]2[C:20](=[C:21]([O:6][S:3]([C:2]([F:15])([F:14])[F:1])(=[O:5])=[O:4])[CH:22]=[CH:23][CH:24]=2)[N:19]=[CH:18][CH:17]=1, predict the reactants needed to synthesize it. (4) The reactants are: [Cl:1][C:2]1[N:6]2[CH:7]=[C:8]([C:15]3[CH:19]=[CH:18][O:17][CH:16]=3)[CH:9]=[C:10]([C:11]([F:14])([F:13])[F:12])[C:5]2=[N:4][C:3]=1[C:20]([N:22]1[CH2:25][CH:24]([NH:26][S:27]([CH3:30])(=[O:29])=[O:28])[CH2:23]1)=[O:21].CI.[C:33](=O)([O-])[O-].[Cs+].[Cs+]. Given the product [Cl:1][C:2]1[N:6]2[CH:7]=[C:8]([C:15]3[CH:19]=[CH:18][O:17][CH:16]=3)[CH:9]=[C:10]([C:11]([F:14])([F:13])[F:12])[C:5]2=[N:4][C:3]=1[C:20]([N:22]1[CH2:25][CH:24]([N:26]([CH3:33])[S:27]([CH3:30])(=[O:28])=[O:29])[CH2:23]1)=[O:21], predict the reactants needed to synthesize it. (5) Given the product [F:33][C:34]1[CH:39]=[CH:38][C:37]([CH:40]([NH:42][C:28]([C:23]2[CH:24]=[N:25][C:26]3[C:21]([CH:22]=2)=[CH:20][CH:19]=[C:18]([NH:17][C:15]([C:10]2[C:9]([C:6]4[CH:7]=[CH:8][C:3]([C:2]([F:31])([F:32])[F:1])=[CH:4][CH:5]=4)=[CH:14][CH:13]=[CH:12][CH:11]=2)=[O:16])[CH:27]=3)=[O:30])[CH3:41])=[CH:36][CH:35]=1, predict the reactants needed to synthesize it. The reactants are: [F:1][C:2]([F:32])([F:31])[C:3]1[CH:8]=[CH:7][C:6]([C:9]2[C:10]([C:15]([NH:17][C:18]3[CH:27]=[C:26]4[C:21]([CH:22]=[C:23]([C:28]([OH:30])=O)[CH:24]=[N:25]4)=[CH:20][CH:19]=3)=[O:16])=[CH:11][CH:12]=[CH:13][CH:14]=2)=[CH:5][CH:4]=1.[F:33][C:34]1[CH:39]=[CH:38][C:37]([CH:40]([NH2:42])[CH3:41])=[CH:36][CH:35]=1.Cl.CN(C)CCCN=C=NCC.ON1C2C=CC=CC=2N=N1.C(N(CC)CC)C. (6) Given the product [CH3:5][C:6]1[N:11]=[C:10]([NH:1][C:2]([NH2:4])=[O:3])[CH:9]=[CH:8][CH:7]=1, predict the reactants needed to synthesize it. The reactants are: [NH2:1][C:2]([NH2:4])=[O:3].[CH3:5][C:6]1[N:11]=[C:10](N)[CH:9]=[CH:8][CH:7]=1. (7) Given the product [NH2:16][C:14]1[CH:13]=[CH:12][C:8]([C:9]([NH2:11])=[O:10])=[C:7]([F:6])[CH:15]=1, predict the reactants needed to synthesize it. The reactants are: [Sn](Cl)(Cl)(Cl)Cl.[F:6][C:7]1[CH:15]=[C:14]([N+:16]([O-])=O)[CH:13]=[CH:12][C:8]=1[C:9]([NH2:11])=[O:10].